This data is from Full USPTO retrosynthesis dataset with 1.9M reactions from patents (1976-2016). The task is: Predict the reactants needed to synthesize the given product. (1) Given the product [C:50]([O:49][C:47](=[O:48])[CH2:46][NH:1][CH2:2][CH2:3][C:4]1[N:5]=[C:6]([C:32]2[CH:37]=[CH:36][C:35]([CH3:38])=[CH:34][CH:33]=2)[N:7]([CH:9]([C:13]2[N:22]([CH2:23][C:24]3[CH:29]=[CH:28][CH:27]=[CH:26][CH:25]=3)[C:21](=[O:30])[C:20]3[C:15](=[CH:16][C:17]([Cl:31])=[CH:18][CH:19]=3)[N:14]=2)[CH:10]([CH3:12])[CH3:11])[CH:8]=1)([CH3:53])([CH3:52])[CH3:51], predict the reactants needed to synthesize it. The reactants are: [NH2:1][CH2:2][CH2:3][C:4]1[N:5]=[C:6]([C:32]2[CH:37]=[CH:36][C:35]([CH3:38])=[CH:34][CH:33]=2)[N:7]([CH:9]([C:13]2[N:22]([CH2:23][C:24]3[CH:29]=[CH:28][CH:27]=[CH:26][CH:25]=3)[C:21](=[O:30])[C:20]3[C:15](=[CH:16][C:17]([Cl:31])=[CH:18][CH:19]=3)[N:14]=2)[CH:10]([CH3:12])[CH3:11])[CH:8]=1.C(=O)([O-])[O-].[K+].[K+].Br[CH2:46][C:47]([O:49][C:50]([CH3:53])([CH3:52])[CH3:51])=[O:48]. (2) Given the product [NH2:12][C:8]1[C:7]2[N:13]=[C:14]([CH2:21][O:22][CH2:23][CH3:24])[N:15]([CH2:16][C:17]([OH:20])([CH3:19])[CH3:18])[C:6]=2[C:5]2[CH:4]=[CH:3][C:2]([NH:55][S:52]([CH2:50][CH3:51])(=[O:54])=[O:53])=[CH:11][C:10]=2[N:9]=1, predict the reactants needed to synthesize it. The reactants are: Br[C:2]1[CH:3]=[CH:4][C:5]2[C:6]3[N:15]([CH2:16][C:17]([OH:20])([CH3:19])[CH3:18])[C:14]([CH2:21][O:22][CH2:23][CH3:24])=[N:13][C:7]=3[C:8]([NH2:12])=[N:9][C:10]=2[CH:11]=1.BrC1C=CC2C3N(CCCOC(C)C)C(COCC)=NC=3C=NC=2C=1.[CH2:50]([S:52]([NH2:55])(=[O:54])=[O:53])[CH3:51].C(N)(=O)C(C)C. (3) Given the product [CH2:33]([NH:37][S:27]([NH:30][C:31](=[O:32])[O:25][CH2:24][C:14]1[CH:15]=[CH:16][C:17]([O:19][CH2:20][CH2:21][O:22][CH3:23])=[CH:18][C:13]=1[O:12][C:3]1[C:2]([Cl:1])=[CH:7][C:6]([C:8]([F:9])([F:11])[F:10])=[CH:5][N:4]=1)(=[O:29])=[O:28])[CH:34]([CH3:36])[CH3:35], predict the reactants needed to synthesize it. The reactants are: [Cl:1][C:2]1[C:3]([O:12][C:13]2[CH:18]=[C:17]([O:19][CH2:20][CH2:21][O:22][CH3:23])[CH:16]=[CH:15][C:14]=2[CH2:24][OH:25])=[N:4][CH:5]=[C:6]([C:8]([F:11])([F:10])[F:9])[CH:7]=1.Cl[S:27]([N:30]=[C:31]=[O:32])(=[O:29])=[O:28].[CH2:33]([NH2:37])[CH:34]([CH3:36])[CH3:35].Cl. (4) Given the product [CH3:18][S:19]([O:1][CH2:2][CH2:3][N:4]1[C:8](=[O:9])[CH2:7][CH2:6][C:5]1=[O:10])(=[O:21])=[O:20], predict the reactants needed to synthesize it. The reactants are: [OH:1][CH2:2][CH2:3][N:4]1[C:8](=[O:9])[CH2:7][CH2:6][C:5]1=[O:10].C(N(CC)CC)C.[CH3:18][S:19](Cl)(=[O:21])=[O:20]. (5) Given the product [C:2]1([CH:1]=[N:9][CH:10]2[CH2:15][CH2:14][NH:13][CH2:12][CH2:11]2)[CH:7]=[CH:6][CH:5]=[CH:4][CH:3]=1, predict the reactants needed to synthesize it. The reactants are: [CH:1](=O)[C:2]1[CH:7]=[CH:6][CH:5]=[CH:4][CH:3]=1.[NH2:9][CH:10]1[CH2:15][CH2:14][NH:13][CH2:12][CH2:11]1.